This data is from Full USPTO retrosynthesis dataset with 1.9M reactions from patents (1976-2016). The task is: Predict the reactants needed to synthesize the given product. Given the product [N:33]1[N:34]2[CH:39]=[CH:38][N:37]=[CH:36][C:35]2=[C:31]([C:2]2[N:7]=[C:6]3[N:8]([CH:20]4[CH2:21][CH2:22][O:23][CH2:24][CH2:25]4)[C:9](=[O:19])[N:10]([CH2:11][O:12][CH2:13][CH2:14][Si:15]([CH3:17])([CH3:18])[CH3:16])[C:5]3=[CH:4][CH:3]=2)[CH:32]=1, predict the reactants needed to synthesize it. The reactants are: Cl[C:2]1[N:7]=[C:6]2[N:8]([CH:20]3[CH2:25][CH2:24][O:23][CH2:22][CH2:21]3)[C:9](=[O:19])[N:10]([CH2:11][O:12][CH2:13][CH2:14][Si:15]([CH3:18])([CH3:17])[CH3:16])[C:5]2=[CH:4][CH:3]=1.C([Sn](CCCC)(CCCC)[C:31]1[CH:32]=[N:33][N:34]2[CH:39]=[CH:38][N:37]=[CH:36][C:35]=12)CCC.